Task: Predict the product of the given reaction.. Dataset: Forward reaction prediction with 1.9M reactions from USPTO patents (1976-2016) (1) Given the reactants Br[C:2]1[CH:3]=[CH:4][C:5]([C:8]([OH:11])([CH3:10])[CH3:9])=[N:6][CH:7]=1.[CH3:12][Sn:13]([CH3:19])([CH3:18])[Sn:13]([CH3:19])([CH3:18])[CH3:12], predict the reaction product. The product is: [CH3:12][Sn:13]([CH3:19])([CH3:18])[C:2]1[CH:3]=[CH:4][C:5]([C:8]([OH:11])([CH3:10])[CH3:9])=[N:6][CH:7]=1. (2) Given the reactants [CH2:1]([O:3][C:4](=[O:20])[CH2:5][CH2:6][CH2:7][S:8][C:9]1[NH:10][C:11]2[CH:17]=[C:16]([F:18])[C:15]([F:19])=[CH:14][C:12]=2[N:13]=1)[CH3:2].C(=O)([O-])[O-].[K+].[K+].Cl[CH2:28][C:29]1[C:38]2[C:33](=[CH:34][CH:35]=[CH:36][CH:37]=2)[CH:32]=[CH:31][CH:30]=1.O, predict the reaction product. The product is: [CH2:1]([O:3][C:4](=[O:20])[CH2:5][CH2:6][CH2:7][S:8][C:9]1[N:10]([CH2:28][C:29]2[C:38]3[C:33](=[CH:34][CH:35]=[CH:36][CH:37]=3)[CH:32]=[CH:31][CH:30]=2)[C:11]2[CH:17]=[C:16]([F:18])[C:15]([F:19])=[CH:14][C:12]=2[N:13]=1)[CH3:2]. (3) Given the reactants [F:1][C:2]1[CH:3]=[C:4]([C:8]2[S:9][C:10]([C:13]3[N:18]=[C:17]([C:19]#[N:20])[CH:16]=[CH:15][CH:14]=3)=[CH:11][N:12]=2)[CH:5]=[N:6][CH:7]=1.[CH3:21][O-:22].[Na+].ClCCl, predict the reaction product. The product is: [F:1][C:2]1[CH:3]=[C:4]([C:8]2[S:9][C:10]([C:13]3[N:18]=[C:17]([C:19](=[NH:20])[O:22][CH3:21])[CH:16]=[CH:15][CH:14]=3)=[CH:11][N:12]=2)[CH:5]=[N:6][CH:7]=1.